Dataset: Forward reaction prediction with 1.9M reactions from USPTO patents (1976-2016). Task: Predict the product of the given reaction. (1) Given the reactants [O:1]1[CH:5]=[CH:4][CH:3]=[C:2]1[C:6]1[C:7]2[NH:15][N:14]=[N:13][C:8]=2[N:9]=[C:10]([NH2:12])[N:11]=1.Br[CH2:17][C:18]([O:20][CH2:21][CH3:22])=[O:19], predict the reaction product. The product is: [NH2:12][C:10]1[N:11]=[C:6]([C:2]2[O:1][CH:5]=[CH:4][CH:3]=2)[C:7]2[N:15]=[N:14][N:13]([CH2:17][C:18]([O:20][CH2:21][CH3:22])=[O:19])[C:8]=2[N:9]=1. (2) Given the reactants [NH:1]1[C:9]2[C:4](=[CH:5][CH:6]=[CH:7][CH:8]=2)[C:3]([CH2:10][C:11]#[N:12])=[CH:2]1.[C:13](=[O:16])([O-])[O-].[K+].[K+].OO.[OH2:21], predict the reaction product. The product is: [OH:16][CH2:13][CH:3]1[CH2:4][CH2:5][N:1]2[C:9]3[C:4]([C:3]([CH2:10][C:11]([NH2:12])=[O:21])=[C:2]2[CH2:2]1)=[CH:5][CH:6]=[CH:7][CH:8]=3. (3) Given the reactants [CH3:1][N:2]([CH3:16])[C:3]1([C:10]2[CH:15]=[CH:14][CH:13]=[CH:12][CH:11]=2)[CH2:8][CH2:7][C:6](=O)[CH2:5][CH2:4]1.Cl.[NH2:18][OH:19], predict the reaction product. The product is: [CH3:1][N:2]([CH3:16])[C:3]1([C:10]2[CH:15]=[CH:14][CH:13]=[CH:12][CH:11]=2)[CH2:8][CH2:7][C:6](=[N:18][OH:19])[CH2:5][CH2:4]1. (4) Given the reactants [NH2:1][CH2:2][C:3]1[C:12]([Cl:13])=[CH:11][C:6]([C:7]([O:9][CH3:10])=[O:8])=[C:5]([C:14]2[CH:19]=[CH:18][CH:17]=[C:16]([F:20])[CH:15]=2)[N:4]=1.C(N(CC)C(C)C)(C)C.[C:30](OC(=O)C)(=[O:32])[CH3:31], predict the reaction product. The product is: [C:30]([NH:1][CH2:2][C:3]1[C:12]([Cl:13])=[CH:11][C:6]([C:7]([O:9][CH3:10])=[O:8])=[C:5]([C:14]2[CH:19]=[CH:18][CH:17]=[C:16]([F:20])[CH:15]=2)[N:4]=1)(=[O:32])[CH3:31]. (5) Given the reactants [C:1]1([C@@:7]2([CH2:19][CH2:20][NH2:21])[CH2:9][C@H:8]2[CH2:10][O:11][CH2:12][C:13]2[CH:18]=[CH:17][CH:16]=[CH:15][CH:14]=2)[CH:6]=[CH:5][CH:4]=[CH:3][CH:2]=1.C(N(CC)CC)C.[C:29](O[C:29]([O:31][C:32]([CH3:35])([CH3:34])[CH3:33])=[O:30])([O:31][C:32]([CH3:35])([CH3:34])[CH3:33])=[O:30], predict the reaction product. The product is: [C:1]1([C@@:7]2([CH2:19][CH2:20][NH:21][C:29](=[O:30])[O:31][C:32]([CH3:35])([CH3:34])[CH3:33])[CH2:9][C@H:8]2[CH2:10][O:11][CH2:12][C:13]2[CH:18]=[CH:17][CH:16]=[CH:15][CH:14]=2)[CH:2]=[CH:3][CH:4]=[CH:5][CH:6]=1. (6) Given the reactants [OH:1][CH2:2][C:3]1[CH:4]=[C:5]([CH:8]=[CH:9][CH:10]=1)[C:6]#[N:7].Cl[C:12]1[CH:23]=[C:16]2[N:17]([CH3:22])[C@H:18]([CH3:21])[CH2:19][CH2:20][N:15]2[C:14](=[O:24])[N:13]=1, predict the reaction product. The product is: [CH3:22][N:17]1[C@H:18]([CH3:21])[CH2:19][CH2:20][N:15]2[C:14](=[O:24])[N:13]=[C:12]([O:1][CH2:2][C:3]3[CH:4]=[C:5]([CH:8]=[CH:9][CH:10]=3)[C:6]#[N:7])[CH:23]=[C:16]12. (7) Given the reactants [F:1][C:2]([F:38])([F:37])[C:3]1[CH:4]=[C:5]([CH:34]=[CH:35][CH:36]=1)[C:6]([NH:8][CH2:9][C:10]([NH:12][C@@H:13]1[CH2:17][CH2:16][N:15]([CH:18]2[CH2:23][CH2:22][N:21](C(OCC3C=CC=CC=3)=O)[CH2:20][CH2:19]2)[CH2:14]1)=[O:11])=[O:7].[H][H], predict the reaction product. The product is: [O:11]=[C:10]([NH:12][C@@H:13]1[CH2:17][CH2:16][N:15]([CH:18]2[CH2:19][CH2:20][NH:21][CH2:22][CH2:23]2)[CH2:14]1)[CH2:9][NH:8][C:6](=[O:7])[C:5]1[CH:34]=[CH:35][CH:36]=[C:3]([C:2]([F:38])([F:37])[F:1])[CH:4]=1.